Dataset: Peptide-MHC class II binding affinity with 134,281 pairs from IEDB. Task: Regression. Given a peptide amino acid sequence and an MHC pseudo amino acid sequence, predict their binding affinity value. This is MHC class II binding data. The peptide sequence is SWKLEKASLIEVKTC. The MHC is DRB1_0404 with pseudo-sequence DRB1_0404. The binding affinity (normalized) is 0.261.